From a dataset of Reaction yield outcomes from USPTO patents with 853,638 reactions. Predict the reaction yield, written as a fraction of the theoretical maximum amount of product (1.0 means a 100% yield; for example, 0.34 means a 34% yield). (1) The reactants are [OH-].[Na+:2].[Cl:3][C:4]1[CH:5]=[CH:6][C:7]([NH:14][C:15]([C:17]2[CH:22]=[CH:21][CH:20]=[C:19]([C:23]3[CH:28]=[CH:27][N:26]=[CH:25][CH:24]=3)[CH:18]=2)=[O:16])=[C:8]([CH:13]=1)[C:9]([O:11]C)=[O:10]. The catalyst is C1COCC1. The product is [Cl:3][C:4]1[CH:5]=[CH:6][C:7]([NH:14][C:15]([C:17]2[CH:22]=[CH:21][CH:20]=[C:19]([C:23]3[CH:28]=[CH:27][N:26]=[CH:25][CH:24]=3)[CH:18]=2)=[O:16])=[C:8]([CH:13]=1)[C:9]([O-:11])=[O:10].[Na+:2]. The yield is 0.530. (2) The product is [CH2:2]([N:9]1[CH2:14][CH2:13][C@@H:12]([CH3:15])[C@H:11]([NH:16][C:30](=[O:31])[O:29][C:26]([CH3:28])([CH3:27])[CH3:25])[CH2:10]1)[C:3]1[CH:4]=[CH:5][CH:6]=[CH:7][CH:8]=1. The catalyst is O1CCOCC1.C1COCC1.[OH-].[Na+]. The reactants are Cl.[CH2:2]([N:9]1[CH2:14][CH2:13][C@@H:12]([CH3:15])[C@H:11]([NH:16]P(=O)(OCC)OCC)[CH2:10]1)[C:3]1[CH:8]=[CH:7][CH:6]=[CH:5][CH:4]=1.[CH3:25][C:26]([O:29][C:30](O[C:30]([O:29][C:26]([CH3:28])([CH3:27])[CH3:25])=[O:31])=[O:31])([CH3:28])[CH3:27].C(OCC)(=O)C. The yield is 0.840. (3) The reactants are [Cl:1][C:2]1[N:7]=[CH:6][C:5]([N:8]2[CH2:13][CH2:12][NH:11][CH2:10][CH2:9]2)=[CH:4][CH:3]=1.[CH3:14][C:15]1([O:18][CH2:17]1)[CH3:16]. The catalyst is CO. The product is [Cl:1][C:2]1[N:7]=[CH:6][C:5]([N:8]2[CH2:9][CH2:10][N:11]([CH2:14][C:15]([CH3:17])([OH:18])[CH3:16])[CH2:12][CH2:13]2)=[CH:4][CH:3]=1. The yield is 0.550. (4) The reactants are [N:1]1[C:6]2[NH:7][C:8]3[CH:18]=[N:17][CH:16]=[CH:15][C:9]=3/[C:10](=[N:13]/[OH:14])/[C:11](=O)[C:5]=2[CH:4]=[CH:3][CH:2]=1.C([O-])(=O)C.[NH4+:23].[Cl:24][C:25]1[CH:32]=[CH:31][CH:30]=[C:29]([Cl:33])[C:26]=1[CH:27]=O. The catalyst is C(O)(=O)C. The product is [Cl:24][C:25]1[CH:32]=[CH:31][CH:30]=[C:29]([Cl:33])[C:26]=1[C:27]1[N:13]([OH:14])[C:10]2[C:9]3[CH:15]=[CH:16][N:17]=[CH:18][C:8]=3[NH:7][C:6]3[N:1]=[CH:2][CH:3]=[CH:4][C:5]=3[C:11]=2[N:23]=1. The yield is 0.930. (5) The yield is 0.550. The catalyst is C1COCC1. The product is [C:2]1([C:16](=[O:23])[CH2:17][C:18]2[CH:22]=[CH:21][S:20][CH:19]=2)[CH:7]=[CH:6][CH:5]=[CH:4][CH:3]=1. The reactants are Br[C:2]1[CH:7]=[CH:6][CH:5]=[CH:4][CH:3]=1.[Li]CCCC.CON(C)[C:16](=[O:23])[CH2:17][C:18]1[CH:22]=[CH:21][S:20][CH:19]=1.[NH4+].[Cl-]. (6) The reactants are Br[C:2]1[C:3]2[CH2:4][CH2:5][CH:6]([C:17]3[CH:22]=[CH:21][CH:20]=[CH:19][CH:18]=3)[NH:7][C:8]=2[C:9]2[N:14]=[C:13]([CH3:15])[N:12]([CH3:16])[C:10]=2[CH:11]=1.C1(P([C:36]2[CH:41]=CC=CC=2)C2C=CC=CC=2)C=CC=CC=1.[C]=[O:43].O.[CH2:45]([OH:47])C. The catalyst is C(N(CC)CC)C.C([O-])(=O)C.[Pd+2].C([O-])(=O)C. The product is [CH3:15][C:13]1[N:12]([CH3:16])[C:10]2[CH:11]=[C:2]([C:45]([O:47][CH2:41][CH3:36])=[O:43])[C:3]3[CH2:4][CH2:5][CH:6]([C:17]4[CH:22]=[CH:21][CH:20]=[CH:19][CH:18]=4)[NH:7][C:8]=3[C:9]=2[N:14]=1. The yield is 0.660.